This data is from Cav3 T-type calcium channel HTS with 100,875 compounds. The task is: Binary Classification. Given a drug SMILES string, predict its activity (active/inactive) in a high-throughput screening assay against a specified biological target. The result is 0 (inactive). The molecule is Brc1cc(c(OC)cc1)C(=O)Nc1ccc(O)cc1.